This data is from Full USPTO retrosynthesis dataset with 1.9M reactions from patents (1976-2016). The task is: Predict the reactants needed to synthesize the given product. (1) Given the product [ClH:30].[ClH:30].[NH2:58][CH:59]1[CH2:60][CH2:61][N:62]([C:38](=[O:39])[CH2:37][C@H:21]2[O:20][C@H:19]([C:15]3[CH:16]=[CH:17][CH:18]=[C:13]([O:12][CH2:11][CH2:10][CH2:9][NH:8][CH2:43][CH2:44][CH2:45][C:46]4[CH:47]=[CH:48][CH:49]=[CH:50][CH:51]=4)[C:14]=3[O:41][CH3:42])[C:25]3[CH:26]=[C:27]([Cl:30])[CH:28]=[CH:29][C:24]=3[N:23]([CH2:31][C:32]([CH3:33])([CH3:34])[CH3:35])[C:22]2=[O:36])[CH2:63][CH2:64]1, predict the reactants needed to synthesize it. The reactants are: C(OC([N:8]([CH2:43][CH2:44][CH2:45][C:46]1[CH:51]=[CH:50][CH:49]=[CH:48][CH:47]=1)[CH2:9][CH2:10][CH2:11][O:12][C:13]1[C:14]([O:41][CH3:42])=[C:15]([C@@H:19]2[C:25]3[CH:26]=[C:27]([Cl:30])[CH:28]=[CH:29][C:24]=3[N:23]([CH2:31][C:32]([CH3:35])([CH3:34])[CH3:33])[C:22](=[O:36])[C@@H:21]([CH2:37][C:38](O)=[O:39])[O:20]2)[CH:16]=[CH:17][CH:18]=1)=O)(C)(C)C.C(OC(=O)[NH:58][CH:59]1[CH2:64][CH2:63][NH:62][CH2:61][CH2:60]1)(C)(C)C. (2) Given the product [Cl:1][C:2]1[C:3]([CH3:15])=[C:4]([CH2:13][O:14][C:17]2[CH:22]=[CH:21][C:20]([CH2:23][CH2:24][C:25]([O:27][CH2:28][CH3:29])=[O:26])=[C:19]([CH3:30])[C:18]=2[CH3:31])[C:5]2[O:9][C:8]([CH2:10][CH3:11])=[CH:7][C:6]=2[CH:12]=1, predict the reactants needed to synthesize it. The reactants are: [Cl:1][C:2]1[C:3]([CH3:15])=[C:4]([CH2:13][OH:14])[C:5]2[O:9][C:8]([CH2:10][CH3:11])=[CH:7][C:6]=2[CH:12]=1.O[C:17]1[CH:22]=[CH:21][C:20]([CH2:23][CH2:24][C:25]([O:27][CH2:28][CH3:29])=[O:26])=[C:19]([CH3:30])[C:18]=1[CH3:31].C1CCN(C(N=NC(N2CCCCC2)=O)=O)CC1.P(CCCC)(CCCC)CCCC. (3) Given the product [Cl:19][C:10]1[CH:11]=[CH:12][N:13]=[C:14]2[C:9]=1[N:8]=[CH:7][C:6]([O:5][CH3:4])=[CH:15]2, predict the reactants needed to synthesize it. The reactants are: [Cl-].[Cl-].[Ca+2].[CH3:4][O:5][C:6]1[CH:15]=[C:14]2[C:9]([C:10](=O)[CH:11]=[CH:12][NH:13]2)=[N:8][CH:7]=1.O=P(Cl)(Cl)[Cl:19]. (4) Given the product [C:1]([O:5][C:6]([NH:8][C@:9]([CH3:39])([CH2:20][CH2:21][C:22]1[O:23][C:24]([C:27](=[O:38])[CH2:28][CH2:29][CH2:30][CH2:31][C:32]2[CH:37]=[CH:36][CH:35]=[CH:34][CH:33]=2)=[CH:25][CH:26]=1)[CH2:10][CH2:11][P:12](=[O:19])([O:13][CH2:14][CH3:15])[O:16][CH2:17][CH3:18])=[O:7])([CH3:2])([CH3:3])[CH3:4], predict the reactants needed to synthesize it. The reactants are: [C:1]([O:5][C:6]([NH:8][C@:9]([CH3:39])([CH2:20][CH2:21][C:22]1[O:23][C:24]([C:27](=[O:38])[CH2:28][CH2:29][CH2:30][CH2:31][C:32]2[CH:37]=[CH:36][CH:35]=[CH:34][CH:33]=2)=[CH:25][CH:26]=1)[CH:10]=[CH:11][P:12](=[O:19])([O:16][CH2:17][CH3:18])[O:13][CH2:14][CH3:15])=[O:7])([CH3:4])([CH3:3])[CH3:2]. (5) Given the product [F:1][C:2]1([F:36])[CH2:8][N:7]([C@@H:9]2[CH2:11][C@H:10]2[C:12]2[CH:17]=[CH:16][CH:15]=[CH:14][CH:13]=2)[C:6]2[N:18]=[C:19]([NH:22][C:23]3[CH:31]=[CH:30][C:26]([C:27]([NH2:39])=[O:29])=[CH:25][C:24]=3[O:32][CH3:33])[N:20]=[CH:21][C:5]=2[N:4]([CH3:34])[C:3]1=[O:35], predict the reactants needed to synthesize it. The reactants are: [F:1][C:2]1([F:36])[CH2:8][N:7]([C@@H:9]2[CH2:11][C@H:10]2[C:12]2[CH:17]=[CH:16][CH:15]=[CH:14][CH:13]=2)[C:6]2[N:18]=[C:19]([NH:22][C:23]3[CH:31]=[CH:30][C:26]([C:27]([OH:29])=O)=[CH:25][C:24]=3[O:32][CH3:33])[N:20]=[CH:21][C:5]=2[N:4]([CH3:34])[C:3]1=[O:35].C([N:39](C(C)C)C(C)C)C.[Cl-].[NH4+].